From a dataset of Reaction yield outcomes from USPTO patents with 853,638 reactions. Predict the reaction yield, written as a fraction of the theoretical maximum amount of product (1.0 means a 100% yield; for example, 0.34 means a 34% yield). (1) The reactants are [CH:1]1([N:4]2[C:8]3[C:9]([O:22][C@@H:23]([C@H:25]4[CH2:29][NH:28][C:27](=[O:30])[CH2:26]4)[CH3:24])=[CH:10][C:11](B4OC(C)(C)C(C)(C)O4)=[CH:12][C:7]=3[N:6]=[CH:5]2)[CH2:3][CH2:2]1.Br[C:32]1[S:33][C:34]([CH3:37])=[CH:35][N:36]=1.C([O-])([O-])=O.[Na+].[Na+].N#N. The catalyst is C1C=CC([P]([Pd]([P](C2C=CC=CC=2)(C2C=CC=CC=2)C2C=CC=CC=2)([P](C2C=CC=CC=2)(C2C=CC=CC=2)C2C=CC=CC=2)[P](C2C=CC=CC=2)(C2C=CC=CC=2)C2C=CC=CC=2)(C2C=CC=CC=2)C2C=CC=CC=2)=CC=1.C(Cl)Cl.COCCOC. The product is [CH:1]1([N:4]2[C:8]3[C:9]([O:22][C@@H:23]([C@H:25]4[CH2:29][NH:28][C:27](=[O:30])[CH2:26]4)[CH3:24])=[CH:10][C:11]([C:32]4[S:33][C:34]([CH3:37])=[CH:35][N:36]=4)=[CH:12][C:7]=3[N:6]=[CH:5]2)[CH2:2][CH2:3]1. The yield is 0.378. (2) The reactants are [N+:1]([C:4]1[CH:9]=[C:8]([C:10]([F:13])([F:12])[F:11])[CH:7]=[CH:6][C:5]=1[N:14]1[CH:18]=[CH:17][CH:16]=[N:15]1)([O-])=O. The catalyst is CCO. The product is [N:14]1([C:5]2[CH:6]=[CH:7][C:8]([C:10]([F:11])([F:12])[F:13])=[CH:9][C:4]=2[NH2:1])[CH:18]=[CH:17][CH:16]=[N:15]1. The yield is 0.480. (3) The reactants are [CH2:1]([C:3]1[N:8]=[C:7]([CH2:9][CH2:10][CH3:11])[NH:6][C:5](=[O:12])[CH:4]=1)[CH3:2].Br[CH2:14][C:15]1[CH:20]=[CH:19][C:18]([C:21]2[C:22]([C:27]#[N:28])=[CH:23][CH:24]=[CH:25][CH:26]=2)=[CH:17][CH:16]=1.C(=O)([O-])[O-].[K+].[K+]. The catalyst is C(#N)C. The product is [CH2:1]([C:3]1[N:8]=[C:7]([CH2:9][CH2:10][CH3:11])[N:6]([CH2:14][C:15]2[CH:16]=[CH:17][C:18]([C:21]3[C:22]([C:27]#[N:28])=[CH:23][CH:24]=[CH:25][CH:26]=3)=[CH:19][CH:20]=2)[C:5](=[O:12])[CH:4]=1)[CH3:2]. The yield is 0.460. (4) The reactants are [Br:1][C:2]1[CH:12]=[CH:11][C:5]([O:6][CH2:7][C:8](O)=[O:9])=[CH:4][CH:3]=1.C(Cl)(=O)C(Cl)=O.C[N:20](C=O)C. The catalyst is ClCCl. The product is [Br:1][C:2]1[CH:12]=[CH:11][C:5]([O:6][CH2:7][C:8]([NH2:20])=[O:9])=[CH:4][CH:3]=1. The yield is 0.700. (5) The reactants are [CH3:1][O:2][C:3]([C:5]1[S:6][C:7]([C:32]#[C:33][C:34]([CH3:37])([CH3:36])[CH3:35])=[CH:8][C:9]=1[N:10]([C@H:20]1[CH2:23][C@@H:22]([O:24]CC2C=CC=CC=2)[CH2:21]1)[C:11]([C@H:13]1[CH2:18][CH2:17][C@H:16]([CH3:19])[CH2:15][CH2:14]1)=[O:12])=[O:4].B(Br)(Br)Br. The catalyst is C(Cl)Cl. The product is [CH3:1][O:2][C:3]([C:5]1[S:6][C:7]([C:32]#[C:33][C:34]([CH3:35])([CH3:37])[CH3:36])=[CH:8][C:9]=1[N:10]([C@H:20]1[CH2:23][C@@H:22]([OH:24])[CH2:21]1)[C:11]([C@H:13]1[CH2:14][CH2:15][C@H:16]([CH3:19])[CH2:17][CH2:18]1)=[O:12])=[O:4]. The yield is 0.880. (6) The product is [NH2:20][C@:8]([C:5]1[CH:6]=[CH:7][C:2]([F:1])=[C:3]([O:36][CH:37]([CH3:39])[CH3:38])[CH:4]=1)([C:22]1[CH:27]=[C:26]([O:28][C:29]([F:34])([F:33])[CH:30]([F:32])[F:31])[CH:25]=[C:24]([F:35])[CH:23]=1)[CH2:9][C:10]1[CH:19]=[CH:18][C:13]([C:14]([O:16][CH3:17])=[O:15])=[CH:12][CH:11]=1. The reactants are [F:1][C:2]1[CH:7]=[CH:6][C:5]([C@:8]([C:22]2[CH:27]=[C:26]([O:28][C:29]([F:34])([F:33])[CH:30]([F:32])[F:31])[CH:25]=[C:24]([F:35])[CH:23]=2)([N+:20]#[C-])[CH2:9][C:10]2[CH:19]=[CH:18][C:13]([C:14]([O:16][CH3:17])=[O:15])=[CH:12][CH:11]=2)=[CH:4][C:3]=1[O:36][CH:37]([CH3:39])[CH3:38].Cl. The catalyst is CO.O1CCOCC1. The yield is 0.860.